This data is from Reaction yield outcomes from USPTO patents with 853,638 reactions. The task is: Predict the reaction yield, written as a fraction of the theoretical maximum amount of product (1.0 means a 100% yield; for example, 0.34 means a 34% yield). The reactants are [F:1][C:2]1[CH:7]=[C:6]([N+:8]([O-:10])=[O:9])[CH:5]=[CH:4][C:3]=1[CH:11]([C:16]([O:18][CH3:19])=[O:17])[C:12]([O:14][CH3:15])=[O:13].[C:20]([O:24][CH3:25])(=[O:23])[CH:21]=[CH2:22].C[O-].[Na+]. The catalyst is CO.ClCCl. The product is [F:1][C:2]1[CH:7]=[C:6]([N+:8]([O-:10])=[O:9])[CH:5]=[CH:4][C:3]=1[C:11]([C:16]([O:18][CH3:19])=[O:17])([C:12]([O:14][CH3:15])=[O:13])[CH2:22][CH2:21][C:20]([O:24][CH3:25])=[O:23]. The yield is 0.850.